Dataset: Forward reaction prediction with 1.9M reactions from USPTO patents (1976-2016). Task: Predict the product of the given reaction. The product is: [ClH:1].[N:8]1[CH:13]=[CH:12][CH:11]=[C:10]([O:14][CH2:15][CH:16]2[CH2:17][NH:18][CH2:19][CH2:20][N:21]2[C:22]2[S:23][C:24]3[C:25]([N:34]=2)=[N:26][CH:27]=[C:28]([C:30]([F:33])([F:32])[F:31])[CH:29]=3)[CH:9]=1. Given the reactants [ClH:1].O1CCOCC1.[N:8]1[CH:13]=[CH:12][CH:11]=[C:10]([O:14][CH2:15][CH:16]2[N:21]([C:22]3[S:23][C:24]4[C:25]([N:34]=3)=[N:26][CH:27]=[C:28]([C:30]([F:33])([F:32])[F:31])[CH:29]=4)[CH2:20][CH2:19][N:18](C(OC(C)(C)C)=O)[CH2:17]2)[CH:9]=1, predict the reaction product.